Dataset: Forward reaction prediction with 1.9M reactions from USPTO patents (1976-2016). Task: Predict the product of the given reaction. (1) Given the reactants Br[CH2:2][C:3](=[O:17])[C@@H:4]([NH:6][C:7](=[O:16])[O:8][CH2:9][C:10]1[CH:15]=[CH:14][CH:13]=[CH:12][CH:11]=1)[CH3:5].[F:18][C:19]1[CH:24]=[C:23]([F:25])[CH:22]=[CH:21][C:20]=1[OH:26].[F-].[K+], predict the reaction product. The product is: [F:18][C:19]1[CH:24]=[C:23]([F:25])[CH:22]=[CH:21][C:20]=1[O:26][CH2:2][C:3](=[O:17])[C@@H:4]([NH:6][C:7](=[O:16])[O:8][CH2:9][C:10]1[CH:15]=[CH:14][CH:13]=[CH:12][CH:11]=1)[CH3:5]. (2) Given the reactants [Si:1]([C:8]1[C:13]([F:14])=[C:12]([F:15])[N:11]=[C:10]([C:16]([C:18]2[C:19]([Cl:25])=[N:20][CH:21]=[N:22][C:23]=2Cl)=O)[C:9]=1[F:26])([C:4]([CH3:7])([CH3:6])[CH3:5])([CH3:3])[CH3:2].[NH2:27][NH2:28], predict the reaction product. The product is: [Si:1]([C:8]1[C:13]([F:14])=[C:12]([F:15])[N:11]=[C:10]([C:16]2[C:18]3[C:23](=[N:22][CH:21]=[N:20][C:19]=3[Cl:25])[NH:28][N:27]=2)[C:9]=1[F:26])([C:4]([CH3:6])([CH3:5])[CH3:7])([CH3:2])[CH3:3]. (3) Given the reactants [NH2:1][C:2]1[N:7]=[C:6](S(C)=O)[C:5]([C:11]#[N:12])=[C:4]([C:13]2[O:14][C:15]([CH3:18])=[CH:16][CH:17]=2)[N:3]=1.[CH3:19][C:20]1[C:21]([CH2:26][OH:27])=[N:22][CH:23]=[CH:24][CH:25]=1.C1CCN2C(=NCCC2)CC1, predict the reaction product. The product is: [NH2:1][C:2]1[N:3]=[C:4]([C:13]2[O:14][C:15]([CH3:18])=[CH:16][CH:17]=2)[C:5]([C:11]#[N:12])=[C:6]([O:27][CH2:26][C:21]2[C:20]([CH3:19])=[CH:25][CH:24]=[CH:23][N:22]=2)[N:7]=1. (4) Given the reactants [OH:1][CH2:2][C:3]([CH2:14][OH:15])([C:9]([O:11][CH2:12][CH3:13])=[O:10])[C:4]([O:6][CH2:7][CH3:8])=[O:5].[Si:16](Cl)([C:19]([CH3:22])([CH3:21])[CH3:20])([CH3:18])[CH3:17], predict the reaction product. The product is: [Si:16]([O:15][CH2:14][C:3]([CH2:2][OH:1])([C:4]([O:6][CH2:7][CH3:8])=[O:5])[C:9]([O:11][CH2:12][CH3:13])=[O:10])([C:19]([CH3:22])([CH3:21])[CH3:20])([CH3:18])[CH3:17]. (5) Given the reactants Br[C:2]1[CH:7]=[CH:6][C:5]([O:8][CH:9]([CH:11]2[CH2:16][CH2:15][CH2:14][CH2:13][CH2:12]2)[CH3:10])=[CH:4][CH:3]=1.[O:17]=[C:18]1[NH:23][CH2:22][CH2:21][N:20]([C:24]([O:26][C:27]([CH3:30])([CH3:29])[CH3:28])=[O:25])[CH2:19]1.[H-].[Na+].[CH2:33]1COCC1, predict the reaction product. The product is: [CH:11]1([CH:9]([O:8][C:5]2[CH:6]=[CH:7][C:2]([CH2:33][N:23]3[CH2:22][CH2:21][N:20]([C:24]([O:26][C:27]([CH3:30])([CH3:29])[CH3:28])=[O:25])[CH2:19][C:18]3=[O:17])=[CH:3][CH:4]=2)[CH3:10])[CH2:16][CH2:15][CH2:14][CH2:13][CH2:12]1.